Task: Regression. Given two drug SMILES strings and cell line genomic features, predict the synergy score measuring deviation from expected non-interaction effect.. Dataset: NCI-60 drug combinations with 297,098 pairs across 59 cell lines Drug 1: CC1=C2C(C(=O)C3(C(CC4C(C3C(C(C2(C)C)(CC1OC(=O)C(C(C5=CC=CC=C5)NC(=O)OC(C)(C)C)O)O)OC(=O)C6=CC=CC=C6)(CO4)OC(=O)C)OC)C)OC. Drug 2: CC1C(C(CC(O1)OC2CC(CC3=C2C(=C4C(=C3O)C(=O)C5=CC=CC=C5C4=O)O)(C(=O)C)O)N)O. Cell line: SF-295. Synergy scores: CSS=47.1, Synergy_ZIP=-5.73, Synergy_Bliss=-6.10, Synergy_Loewe=-2.92, Synergy_HSA=-1.09.